This data is from Full USPTO retrosynthesis dataset with 1.9M reactions from patents (1976-2016). The task is: Predict the reactants needed to synthesize the given product. (1) The reactants are: Br[C:2]1[N:3]=[C:4]([CH:7]([O:10][CH3:11])[O:8][CH3:9])[S:5][CH:6]=1.[Li]CCCC.CN([CH:20]=[O:21])C. Given the product [CH3:9][O:8][CH:7]([O:10][CH3:11])[C:4]1[S:5][CH:6]=[C:2]([CH:20]=[O:21])[N:3]=1, predict the reactants needed to synthesize it. (2) The reactants are: C(O[BH-](OC(=O)C)OC(=O)C)(=O)C.[Na+].[C:15]1([C:30]2[CH:35]=[CH:34][CH:33]=[CH:32][CH:31]=2)[C:16]([C:21]([NH:23][CH:24]2[CH2:29][CH2:28][NH:27][CH2:26][CH2:25]2)=[O:22])=[CH:17][CH:18]=[CH:19][CH:20]=1.[CH:36]([C:38]1[CH:47]=[CH:46][C:45]2[C:40](=[CH:41][CH:42]=[CH:43][CH:44]=2)[N:39]=1)=O. Given the product [N:39]1[C:40]2[C:45](=[CH:44][CH:43]=[CH:42][CH:41]=2)[CH:46]=[CH:47][C:38]=1[CH2:36][N:27]1[CH2:28][CH2:29][CH:24]([NH:23][C:21]([C:16]2[C:15]([C:30]3[CH:35]=[CH:34][CH:33]=[CH:32][CH:31]=3)=[CH:20][CH:19]=[CH:18][CH:17]=2)=[O:22])[CH2:25][CH2:26]1, predict the reactants needed to synthesize it. (3) Given the product [C:41]([C:38]1[CH:37]=[CH:36][C:35]([NH:34][CH:19]([C:8]2[CH:9]=[C:10]([O:17][CH3:18])[C:11]3[O:16][CH2:15][O:14][CH2:13][C:12]=3[C:7]=2[F:6])[C:20]2[NH:24][C:23](=[O:25])[N:22]([C:26]3[N:27]=[CH:28][S:29][C:30]=3[C:31]([NH2:33])=[O:32])[N:21]=2)=[CH:40][CH:39]=1)(=[NH:42])[NH2:50], predict the reactants needed to synthesize it. The reactants are: F[B-](F)(F)F.[F:6][C:7]1[C:12]2[CH2:13][O:14][CH2:15][O:16][C:11]=2[C:10]([O:17][CH3:18])=[CH:9][C:8]=1[CH:19]([NH:34][C:35]1[CH:40]=[CH:39][C:38]([C:41](=S)[NH2:42])=[CH:37][CH:36]=1)[C:20]1[NH:24][C:23](=[O:25])[N:22]([C:26]2[N:27]=[CH:28][S:29][C:30]=2[C:31]([NH2:33])=[O:32])[N:21]=1.C(O)(C)C.C[SiH](C)[NH:50][SiH](C)C. (4) The reactants are: [F:1][C:2]1[CH:7]=[CH:6][C:5]([C:8]2[C:12](/[CH:13]=[CH:14]/[C:15]3[CH:16]=[C:17]([C:21](O)=[O:22])[N:18]([CH3:20])[N:19]=3)=[C:11]([CH3:24])[O:10][N:9]=2)=[CH:4][CH:3]=1.[F:25][C:26]([F:30])([F:29])[CH2:27][NH2:28]. Given the product [F:25][C:26]([F:30])([F:29])[CH2:27][NH:28][C:21]([C:17]1[N:18]([CH3:20])[N:19]=[C:15](/[CH:14]=[CH:13]/[C:12]2[C:8]([C:5]3[CH:4]=[CH:3][C:2]([F:1])=[CH:7][CH:6]=3)=[N:9][O:10][C:11]=2[CH3:24])[CH:16]=1)=[O:22], predict the reactants needed to synthesize it. (5) Given the product [CH3:1][N:2]([CH2:3][CH2:4][C:5]#[C:6][C:7]1[CH:12]=[CH:11][CH:10]=[CH:9][N:8]=1)[C:16](=[O:17])[C:15]1[CH:19]=[CH:20][CH:21]=[CH:22][C:14]=1[CH3:13], predict the reactants needed to synthesize it. The reactants are: [CH3:1][NH:2][CH2:3][CH2:4][C:5]#[C:6][C:7]1[CH:12]=[CH:11][CH:10]=[CH:9][N:8]=1.[CH3:13][C:14]1[CH:22]=[CH:21][CH:20]=[CH:19][C:15]=1[C:16](Cl)=[O:17]. (6) The reactants are: [N:1]1[C:10]2[C:5](=[CH:6][C:7](C(O)=O)=[CH:8][CH:9]=2)[CH:4]=[CH:3][CH:2]=1.C([N:16]([CH2:19]C)CC)C.C1C=CC(P(N=[N+]=[N-])(C2C=CC=CC=2)=[O:28])=CC=1.[CH3:38][C:39]([OH:42])([CH3:41])[CH3:40]. Given the product [N:1]1[C:10]2[C:5](=[CH:6][C:7]([NH:16][C:19](=[O:28])[O:42][C:39]([CH3:41])([CH3:40])[CH3:38])=[CH:8][CH:9]=2)[CH:4]=[CH:3][CH:2]=1, predict the reactants needed to synthesize it. (7) Given the product [CH2:26]([C:27]1[NH:21][C:10]2=[N:9][C:8]([C:4]3[CH:5]=[CH:6][CH:7]=[C:2]([F:1])[CH:3]=3)=[C:13]([C:14]3[CH:19]=[CH:18][N:17]=[CH:16][CH:15]=3)[CH:12]=[C:11]2[N:20]=1)[CH3:25], predict the reactants needed to synthesize it. The reactants are: [F:1][C:2]1[CH:3]=[C:4]([C:8]2[C:13]([C:14]3[CH:19]=[CH:18][N:17]=[CH:16][CH:15]=3)=[CH:12][C:11]([NH2:20])=[C:10]([NH2:21])[N:9]=2)[CH:5]=[CH:6][CH:7]=1.C(O[C:25](OCC)(OCC)[CH2:26][CH3:27])C. (8) Given the product [NH2:24][C:18]1[C:19]([F:23])=[CH:20][CH:21]=[CH:22][C:17]=1[CH2:16][CH2:15][NH:14][CH:11]1[CH2:12][CH2:13][N:8]([CH2:1][C:2]2[CH:3]=[CH:4][CH:5]=[CH:6][CH:7]=2)[CH2:9][CH2:10]1, predict the reactants needed to synthesize it. The reactants are: [CH2:1]([N:8]1[CH2:13][CH2:12][CH:11]([NH:14][CH2:15][CH2:16][C:17]2[CH:22]=[CH:21][CH:20]=[C:19]([F:23])[C:18]=2[N+:24]([O-])=O)[CH2:10][CH2:9]1)[C:2]1[CH:7]=[CH:6][CH:5]=[CH:4][CH:3]=1. (9) The reactants are: [NH2:1][C:2]1[C:6]([Cl:7])=[C:5]([CH3:8])[O:4][N:3]=1.[C:9]1([S:15](Cl)(=[O:17])=[O:16])[CH:14]=[CH:13][CH:12]=[CH:11][CH:10]=1. Given the product [Cl:7][C:6]1[C:2]([NH:1][S:15]([C:9]2[CH:14]=[CH:13][CH:12]=[CH:11][CH:10]=2)(=[O:17])=[O:16])=[N:3][O:4][C:5]=1[CH3:8].[NH2:1][C:2]1[C:6]([Cl:7])=[C:5]([CH3:8])[O:4][N:3]=1.[C:9]1([S:15]([N:1]([C:2]2[C:6]([Cl:7])=[C:5]([CH3:8])[O:4][N:3]=2)[S:15]([C:9]2[CH:14]=[CH:13][CH:12]=[CH:11][CH:10]=2)(=[O:17])=[O:16])(=[O:17])=[O:16])[CH:14]=[CH:13][CH:12]=[CH:11][CH:10]=1, predict the reactants needed to synthesize it. (10) Given the product [CH3:30][C@@H:26]1[CH2:27][CH2:28][CH2:29][N:25]1[CH2:24][CH2:23][C:18]1[N:19]=[N:20][C:21]2[C:16]([CH:17]=1)=[CH:15][CH:14]=[C:13]([C:9]1[NH:8][CH:12]=[CH:11][CH:10]=1)[CH:22]=2, predict the reactants needed to synthesize it. The reactants are: C(OC([N:8]1[CH:12]=[CH:11][CH:10]=[C:9]1[C:13]1[CH:22]=[C:21]2[C:16]([CH:17]=[C:18]([CH2:23][CH2:24][N:25]3[CH2:29][CH2:28][CH2:27][C@H:26]3[CH3:30])[N:19]=[N:20]2)=[CH:15][CH:14]=1)=O)(C)(C)C.C[O-].[Na+].